Dataset: Reaction yield outcomes from USPTO patents with 853,638 reactions. Task: Predict the reaction yield, written as a fraction of the theoretical maximum amount of product (1.0 means a 100% yield; for example, 0.34 means a 34% yield). (1) The reactants are N[CH2:2][CH2:3][C:4]1C=C[C:7]([C:8]([O:10][CH2:11][CH3:12])=[O:9])=[CH:6][CH:5]=1. The catalyst is C1COCC1. The product is [C:8]([O:10][CH2:11][CH3:12])(=[O:9])[CH3:7].[CH3:2][CH2:3][CH2:4][CH2:5][CH2:6][CH3:7]. The yield is 0.580. (2) The reactants are [CH3:1][O:2][CH2:3][CH2:4][N:5]1[C:13]2[C:8](=[C:9]([O:14]C(=O)OC(C)(C)C)[CH:10]=[CH:11][CH:12]=2)[CH:7]=[CH:6]1.Cl. The catalyst is O1CCOCC1.O. The product is [CH3:1][O:2][CH2:3][CH2:4][N:5]1[C:13]2[CH:12]=[CH:11][CH:10]=[C:9]([OH:14])[C:8]=2[CH:7]=[CH:6]1. The yield is 0.240.